From a dataset of Forward reaction prediction with 1.9M reactions from USPTO patents (1976-2016). Predict the product of the given reaction. (1) Given the reactants C1(P(C2CCCCC2)C2C=CC=CC=2C2C(C(C)C)=CC(C(C)C)=CC=2C(C)C)CCCCC1.[O:35]1[CH2:40][CH2:39][N:38]([C:41]2[CH:46]=[C:45]([NH2:47])[CH:44]=[CH:43][N:42]=2)[CH2:37][CH2:36]1.Cl[C:49]1[C:58]2[C:53](=[CH:54][C:55]([F:60])=[CH:56][C:57]=2[F:59])[N:52]=[C:51]([N:61]2[CH2:66][CH2:65][N:64]([C:67]([O:69][C:70]([CH3:73])([CH3:72])[CH3:71])=[O:68])[CH2:63][CH2:62]2)[C:50]=1[CH3:74].CC(C)([O-])C.[Na+], predict the reaction product. The product is: [F:59][C:57]1[CH:56]=[C:55]([F:60])[CH:54]=[C:53]2[C:58]=1[C:49]([NH:47][C:45]1[CH:44]=[CH:43][N:42]=[C:41]([N:38]3[CH2:39][CH2:40][O:35][CH2:36][CH2:37]3)[CH:46]=1)=[C:50]([CH3:74])[C:51]([N:61]1[CH2:66][CH2:65][N:64]([C:67]([O-:69])=[O:68])[CH2:63][CH2:62]1)=[N:52]2.[F:59][C:57]1[CH:56]=[C:55]([F:60])[CH:54]=[C:53]2[C:58]=1[C:49]([NH:47][C:45]1[CH:44]=[CH:43][N:42]=[C:41]([N:38]3[CH2:39][CH2:40][O:35][CH2:36][CH2:37]3)[CH:46]=1)=[C:50]([CH3:74])[C:51]([N:61]1[CH2:66][CH2:65][N:64]([C:67]([O:69][C:70]([CH3:72])([CH3:71])[CH3:73])=[O:68])[CH2:63][CH2:62]1)=[N:52]2. (2) Given the reactants CS(O[CH:6]([C:8]1[N:9]([C:18]2[CH:23]=[CH:22][CH:21]=[C:20]([F:24])[CH:19]=2)[C:10]2[C:15]([CH:16]=1)=[CH:14][CH:13]=[C:12]([Cl:17])[CH:11]=2)[CH3:7])(=O)=O.[N-:25]=[N+:26]=[N-:27].[Na+], predict the reaction product. The product is: [N:25]([CH:6]([C:8]1[N:9]([C:18]2[CH:23]=[CH:22][CH:21]=[C:20]([F:24])[CH:19]=2)[C:10]2[C:15]([CH:16]=1)=[CH:14][CH:13]=[C:12]([Cl:17])[CH:11]=2)[CH3:7])=[N+:26]=[N-:27]. (3) Given the reactants CO[C:3]1[CH:4]=[C:5]([NH:11][CH2:12][C:13]2[CH:18]=[N:17][C:16]3[NH:19][CH:20]=[CH:21][C:15]=3[C:14]=2[NH:22][CH3:23])[CH:6]=[C:7]([O:9][CH3:10])[CH:8]=1.[CH2:24](N(CC)CC)C.ClC(Cl)(O[C:35](=[O:41])OC(Cl)(Cl)Cl)Cl.[OH-:43].[Na+].[H-].[Na+].[C:47]1([S:53](Cl)(=[O:55])=[O:54])[CH:52]=[CH:51][CH:50]=[CH:49][CH:48]=1, predict the reaction product. The product is: [CH3:24][O:43][C:3]1[CH:4]=[C:5]([N:11]2[CH2:12][C:13]3[CH:18]=[N:17][C:16]4[N:19]([S:53]([C:47]5[CH:52]=[CH:51][CH:50]=[CH:49][CH:48]=5)(=[O:55])=[O:54])[CH:20]=[CH:21][C:15]=4[C:14]=3[N:22]([CH3:23])[C:35]2=[O:41])[CH:6]=[C:7]([O:9][CH3:10])[CH:8]=1. (4) Given the reactants Cl[C:2]1[CH:3]=[CH:4][C:5]2[N:6]=[CH:7][N:8]=[C:9]([NH:12][CH:13]3[CH2:18][CH2:17][O:16][CH2:15][CH2:14]3)[C:10]=2[N:11]=1.[Cl:19][C:20]1[C:25]([NH:26][S:27]([C:30]2[CH:35]=[CH:34][C:33]([F:36])=[CH:32][C:31]=2[F:37])(=[O:29])=[O:28])=[CH:24][C:23](B2OC(C)(C)C(C)(C)O2)=[CH:22][N:21]=1.C(=O)(O)[O-].[Na+], predict the reaction product. The product is: [Cl:19][C:20]1[C:25]([NH:26][S:27]([C:30]2[CH:35]=[CH:34][C:33]([F:36])=[CH:32][C:31]=2[F:37])(=[O:29])=[O:28])=[CH:24][C:23]([C:2]2[CH:3]=[CH:4][C:5]3[N:6]=[CH:7][N:8]=[C:9]([NH:12][CH:13]4[CH2:18][CH2:17][O:16][CH2:15][CH2:14]4)[C:10]=3[N:11]=2)=[CH:22][N:21]=1. (5) Given the reactants [NH:1]1[C:7]2[CH:8]=[CH:9][CH:10]=[CH:11][C:6]=2[NH:5][CH2:4][CH2:3][C:2]1=[O:12].[H-].[Na+].[CH3:15]I, predict the reaction product. The product is: [CH3:15][N:1]1[C:7]2[CH:8]=[CH:9][CH:10]=[CH:11][C:6]=2[NH:5][CH2:4][CH2:3][C:2]1=[O:12]. (6) Given the reactants FC(F)(F)C(OC(=O)C(F)(F)F)=O.[C:14]([O:18][C:19]([N:21]1[CH2:26][CH2:25][CH:24]([CH:27]2[O:45][C:30]3=[CH:31][N:32]=[C:33]([C:35]4[CH:40]=[CH:39][C:38]([C:41](=O)[NH2:42])=[CH:37][C:36]=4[F:44])[CH:34]=[C:29]3[CH2:28]2)[CH2:23][CH2:22]1)=[O:20])([CH3:17])([CH3:16])[CH3:15].C(N(CC)CC)C.C([O-])(O)=O.[Na+], predict the reaction product. The product is: [C:14]([O:18][C:19]([N:21]1[CH2:26][CH2:25][CH:24]([CH:27]2[O:45][C:30]3=[CH:31][N:32]=[C:33]([C:35]4[CH:40]=[CH:39][C:38]([C:41]#[N:42])=[CH:37][C:36]=4[F:44])[CH:34]=[C:29]3[CH2:28]2)[CH2:23][CH2:22]1)=[O:20])([CH3:17])([CH3:15])[CH3:16]. (7) Given the reactants [C:1]([O:5][C:6]([N:8]1[CH2:13][CH2:12][NH:11][CH2:10][CH2:9]1)=[O:7])([CH3:4])([CH3:3])[CH3:2].[CH:14]1([CH2:19]OS(C2C=CC(C)=CC=2)(=O)=O)[CH2:18][CH2:17][CH2:16][CH2:15]1, predict the reaction product. The product is: [C:1]([O:5][C:6]([N:8]1[CH2:13][CH2:12][N:11]([CH2:19][CH:14]2[CH2:18][CH2:17][CH2:16][CH2:15]2)[CH2:10][CH2:9]1)=[O:7])([CH3:4])([CH3:2])[CH3:3]. (8) Given the reactants [N:1]1[CH:6]=[CH:5][CH:4]=[CH:3][C:2]=1NC.C[CH2:10][N:11](C(C)C)C(C)C.[CH3:18][O:19][C:20]([C:22]1[S:23][C:24]([S:40][CH3:41])=[C:25]([S:27]([C:30]2[CH:35]=[CH:34][C:33](Br)=[C:32]([N+:37]([O-:39])=[O:38])[CH:31]=2)(=[O:29])=[O:28])[CH:26]=1)=[O:21], predict the reaction product. The product is: [CH3:18][O:19][C:20]([C:22]1[S:23][C:24]([S:40][CH3:41])=[C:25]([S:27]([C:30]2[CH:35]=[CH:34][C:33]([NH:11][CH2:10][C:2]3[CH:3]=[CH:4][CH:5]=[CH:6][N:1]=3)=[C:32]([N+:37]([O-:39])=[O:38])[CH:31]=2)(=[O:29])=[O:28])[CH:26]=1)=[O:21]. (9) Given the reactants [CH:1]1[C:11]2[CH2:10][N:9]([C:12](=[O:17])[C:13]([F:16])([F:15])[F:14])[C:8]3[CH:18]=[CH:19][CH:20]=[CH:21][C:7]=3[NH:6][C:5]=2[CH:4]=[CH:3][CH:2]=1.[H-].[Na+].I[CH3:25], predict the reaction product. The product is: [CH3:25][N:6]1[C:5]2[CH:4]=[CH:3][CH:2]=[CH:1][C:11]=2[CH2:10][N:9]([C:12](=[O:17])[C:13]([F:16])([F:14])[F:15])[C:8]2[CH:18]=[CH:19][CH:20]=[CH:21][C:7]1=2. (10) Given the reactants [I:1]I.[Cl:3][C:4]1[N:9]=[C:8]([C:10]#[C:11][C:12]2[CH:17]=[CH:16][C:15]([C:18]3([NH:22][C:23](=[O:29])[O:24][C:25]([CH3:28])([CH3:27])[CH3:26])[CH2:21][CH2:20][CH2:19]3)=[CH:14][CH:13]=2)[C:7](=[O:30])[N:6](CC2C=CC(OC)=CC=2)[CH:5]=1, predict the reaction product. The product is: [Cl:3][C:4]1[N:9]=[C:8]2[C:10]([I:1])=[C:11]([C:12]3[CH:17]=[CH:16][C:15]([C:18]4([NH:22][C:23](=[O:29])[O:24][C:25]([CH3:27])([CH3:26])[CH3:28])[CH2:19][CH2:20][CH2:21]4)=[CH:14][CH:13]=3)[O:30][C:7]2=[N:6][CH:5]=1.